This data is from Reaction yield outcomes from USPTO patents with 853,638 reactions. The task is: Predict the reaction yield, written as a fraction of the theoretical maximum amount of product (1.0 means a 100% yield; for example, 0.34 means a 34% yield). (1) The reactants are [CH3:1][O:2][C:3](=[O:21])[C:4]1[CH:9]=[C:8]([Br:10])[C:7]([F:11])=[C:6]([F:12])[C:5]=1[NH:13][C:14]1[CH:19]=[CH:18][CH:17]=[CH:16][C:15]=1[Cl:20].C1C(=O)N([Cl:29])C(=O)C1.Cl. The catalyst is CN(C=O)C.CCOC(C)=O. The product is [CH3:1][O:2][C:3](=[O:21])[C:4]1[CH:9]=[C:8]([Br:10])[C:7]([F:11])=[C:6]([F:12])[C:5]=1[NH:13][C:14]1[CH:19]=[CH:18][C:17]([Cl:29])=[CH:16][C:15]=1[Cl:20]. The yield is 0.890. (2) The reactants are [CH2:1]([N:3]1[CH:7]=[C:6]([C:8]2[CH:13]=[CH:12][N:11]=[C:10]3[NH:14][CH:15]=[CH:16][C:9]=23)[C:5]([C:17]2[CH:23]=[CH:22][C:20]([NH2:21])=[CH:19][CH:18]=2)=[N:4]1)[CH3:2].[C:24]1([N:30]=[C:31]=[O:32])[CH:29]=[CH:28][CH:27]=[CH:26][CH:25]=1. The catalyst is N1C=CC=CC=1. The product is [CH2:1]([N:3]1[CH:7]=[C:6]([C:8]2[CH:13]=[CH:12][N:11]=[C:10]3[NH:14][CH:15]=[CH:16][C:9]=23)[C:5]([C:17]2[CH:23]=[CH:22][C:20]([NH:21][C:31]([NH:30][C:24]3[CH:29]=[CH:28][CH:27]=[CH:26][CH:25]=3)=[O:32])=[CH:19][CH:18]=2)=[N:4]1)[CH3:2]. The yield is 0.500. (3) The reactants are C(OC([N:8]1[CH:13]([CH3:14])[CH2:12][N:11]([C:15](=[O:30])[C:16]2[CH:21]=[CH:20][C:19]([C:22]3[CH:23]=[N:24][C:25]([NH2:29])=[C:26]([OH:28])[CH:27]=3)=[CH:18][CH:17]=2)[CH2:10][CH:9]1[CH3:31])=O)(C)(C)C.Br[CH:33]([C:35]1[CH:40]=[CH:39][CH:38]=[C:37]([C:41]([F:44])([F:43])[F:42])[CH:36]=1)[CH3:34].[H-].[Na+]. The catalyst is CN(C=O)C. The product is [NH2:29][C:25]1[N:24]=[CH:23][C:22]([C:19]2[CH:20]=[CH:21][C:16]([C:15]([N:11]3[CH2:12][CH:13]([CH3:14])[NH:8][CH:9]([CH3:31])[CH2:10]3)=[O:30])=[CH:17][CH:18]=2)=[CH:27][C:26]=1[O:28][CH:33]([C:35]1[CH:40]=[CH:39][CH:38]=[C:37]([C:41]([F:42])([F:43])[F:44])[CH:36]=1)[CH3:34]. The yield is 0.257. (4) The reactants are [Cl:1][C:2]1[CH:3]=[C:4]([CH:17]=[CH:18][C:19]=1[Cl:20])[CH2:5][NH:6][C:7]([NH:9][C:10]1[S:11][CH:12]=[C:13]([CH2:15][OH:16])[N:14]=1)=[O:8].CCN(C(C)C)C(C)C.N1C=CC=CC=1.O. The catalyst is CS(C)=O. The product is [Cl:1][C:2]1[CH:3]=[C:4]([CH:17]=[CH:18][C:19]=1[Cl:20])[CH2:5][NH:6][C:7]([NH:9][C:10]1[S:11][CH:12]=[C:13]([CH:15]=[O:16])[N:14]=1)=[O:8]. The yield is 0.640. (5) The reactants are [CH3:1][C:2]1[N:3]=[C:4]([C:7]2[C:8](=[O:33])[NH:9][C:10](=[O:32])[N:11]([CH2:13][CH2:14][CH2:15][N:16]3[CH2:21][C@H:20]4[C@:18]([C:22]5[CH:27]=[CH:26][C:25]([C:28]([F:31])([F:30])[F:29])=[CH:24][CH:23]=5)([CH2:19]4)[CH2:17]3)[CH:12]=2)[S:5][CH:6]=1.[ClH:34]. The catalyst is C(OCC)C. The product is [ClH:34].[CH3:1][C:2]1[N:3]=[C:4]([C:7]2[C:8](=[O:33])[NH:9][C:10](=[O:32])[N:11]([CH2:13][CH2:14][CH2:15][N:16]3[CH2:21][C@H:20]4[C@:18]([C:22]5[CH:27]=[CH:26][C:25]([C:28]([F:31])([F:30])[F:29])=[CH:24][CH:23]=5)([CH2:19]4)[CH2:17]3)[CH:12]=2)[S:5][CH:6]=1. The yield is 0.880. (6) The product is [C:11]([O:15][C:16]([N:18]1[C:27]2[C:22](=[CH:23][CH:24]=[C:25]([O:28][CH3:29])[CH:26]=2)[C:21]([OH:30])([CH3:6])[CH2:20][CH2:19]1)=[O:17])([CH3:14])([CH3:13])[CH3:12]. The yield is 0.740. The catalyst is C1COCC1.CCOC(C)=O.CCCCCC.CCOC(C)=O. The reactants are O.N#N.C[Li].[CH3:6]COCC.[C:11]([O:15][C:16]([N:18]1[C:27]2[C:22](=[CH:23][CH:24]=[C:25]([O:28][CH3:29])[CH:26]=2)[C:21](=[O:30])[CH2:20][CH2:19]1)=[O:17])([CH3:14])([CH3:13])[CH3:12].